Task: Predict the product of the given reaction.. Dataset: Forward reaction prediction with 1.9M reactions from USPTO patents (1976-2016) Given the reactants [C:1]([NH:4][C:5]1[CH:10]=[CH:9][C:8]([C@@H:11]2[CH2:13][C@H:12]2[NH:14]C(=O)OC(C)(C)C)=[CH:7][CH:6]=1)(=[O:3])[CH3:2].[ClH:22], predict the reaction product. The product is: [ClH:22].[NH2:14][C@@H:12]1[CH2:13][C@H:11]1[C:8]1[CH:9]=[CH:10][C:5]([NH:4][C:1](=[O:3])[CH3:2])=[CH:6][CH:7]=1.